The task is: Predict the reaction yield, written as a fraction of the theoretical maximum amount of product (1.0 means a 100% yield; for example, 0.34 means a 34% yield).. This data is from Reaction yield outcomes from USPTO patents with 853,638 reactions. (1) The reactants are [CH:1]1([OH:7])[CH2:6][CH2:5][CH2:4][CH2:3][CH2:2]1.[H-].[Na+].[NH2:10][C:11]1[CH:18]=[CH:17][CH:16]=[C:15](F)[C:12]=1[C:13]#[N:14]. The catalyst is C1COCC1. The product is [NH2:10][C:11]1[CH:18]=[CH:17][CH:16]=[C:15]([O:7][CH:1]2[CH2:6][CH2:5][CH2:4][CH2:3][CH2:2]2)[C:12]=1[C:13]#[N:14]. The yield is 0.560. (2) The reactants are [Br:1][C:2]1[CH:3]=[CH:4][C:5]([NH2:8])=[N:6][CH:7]=1.Br[CH2:10][C:11]([C:13]1[CH:18]=[CH:17][CH:16]=[CH:15][CH:14]=1)=O. The catalyst is CO. The product is [Br:1][C:2]1[CH:3]=[CH:4][C:5]2[N:6]([CH:10]=[C:11]([C:13]3[CH:18]=[CH:17][CH:16]=[CH:15][CH:14]=3)[N:8]=2)[CH:7]=1. The yield is 0.500. (3) The reactants are [CH3:1][NH:2][CH2:3][C:4]([CH3:17])([O:6][C:7]1[CH:16]=[CH:15][C:10]([C:11]([O:13][CH3:14])=[O:12])=[CH:9][CH:8]=1)[CH3:5].[F:18][C:19]1[CH:24]=[CH:23][CH:22]=[CH:21][C:20]=1[NH:25][C:26](=[O:40])[NH:27][C:28]1[CH:33]=[CH:32][C:31]([CH2:34][C:35](O)=[O:36])=[CH:30][C:29]=1[O:38][CH3:39].C(Cl)CCl.O. The catalyst is CN(C1C=CN=CC=1)C.CN(C=O)C. The product is [F:18][C:19]1[CH:24]=[CH:23][CH:22]=[CH:21][C:20]=1[NH:25][C:26](=[O:40])[NH:27][C:28]1[CH:33]=[CH:32][C:31]([CH2:34][C:35]([CH2:1][NH:2][CH2:3][C:4]([CH3:17])([O:6][C:7]2[CH:16]=[CH:15][C:10]([C:11]([O:13][CH3:14])=[O:12])=[CH:9][CH:8]=2)[CH3:5])=[O:36])=[CH:30][C:29]=1[O:38][CH3:39]. The yield is 0.441. (4) The reactants are [OH:1][CH2:2][C:3]([CH2:14][OH:15])([C:9]([O:11][CH2:12][CH3:13])=[O:10])[C:4]([O:6][CH2:7][CH3:8])=[O:5].[CH3:16][O:17][C:18]1[CH:41]=[CH:40][C:21]([C:22](Cl)([C:31]2[CH:36]=[CH:35][C:34]([O:37][CH3:38])=[CH:33][CH:32]=2)[C:23]2[CH:28]=[CH:27][C:26]([O:29][CH3:30])=[CH:25][CH:24]=2)=[CH:20][CH:19]=1. The catalyst is N1C=CC=CC=1.O1CCOCC1. The product is [CH3:30][O:29][C:26]1[CH:25]=[CH:24][C:23]([C:22]([O:15][CH2:14][C:3]([CH2:2][OH:1])([C:4]([O:6][CH2:7][CH3:8])=[O:5])[C:9]([O:11][CH2:12][CH3:13])=[O:10])([C:31]2[CH:36]=[CH:35][C:34]([O:37][CH3:38])=[CH:33][CH:32]=2)[C:21]2[CH:40]=[CH:41][C:18]([O:17][CH3:16])=[CH:19][CH:20]=2)=[CH:28][CH:27]=1. The yield is 0.675. (5) The reactants are [CH3:1][O:2][C:3](=[O:10])[C:4]([CH2:6][N:7]([CH3:9])[CH3:8])=[CH2:5].CO[CH2:13][N:14]([CH2:20][C:21]1[CH:26]=[CH:25][CH:24]=[CH:23][CH:22]=1)[CH2:15][Si](C)(C)C.FC(F)(F)C(O)=O.C([O-])(O)=O.[Na+]. The catalyst is ClCCl. The product is [CH3:1][O:2][C:3]([C:4]1([CH2:6][N:7]([CH3:9])[CH3:8])[CH2:5][CH2:13][N:14]([CH2:20][C:21]2[CH:22]=[CH:23][CH:24]=[CH:25][CH:26]=2)[CH2:15]1)=[O:10]. The yield is 0.780. (6) The reactants are [I:1][C:2]1[CH:3]=[C:4]2[C:9](=[CH:10][CH:11]=1)[O:8][C@@H:7]([C:12]([OH:14])=O)[CH2:6][CH2:5]2.Cl.Cl.[NH2:17][CH2:18][C@@H:19]([C:21]1[CH:22]=[N:23][C:24]([N:27]2[C:31]([CH3:32])=[CH:30][CH:29]=[C:28]2[CH3:33])=[CH:25][CH:26]=1)[OH:20].Cl.CN(C)CCCN=C=NCC.O.ON1C2C=CC=CC=2N=N1.C(N(CC)CC)C. The catalyst is C(Cl)Cl.O. The product is [CH3:33][C:28]1[N:27]([C:24]2[N:23]=[CH:22][C:21]([C@@H:19]([OH:20])[CH2:18][NH:17][C:12]([C@H:7]3[CH2:6][CH2:5][C:4]4[C:9](=[CH:10][CH:11]=[C:2]([I:1])[CH:3]=4)[O:8]3)=[O:14])=[CH:26][CH:25]=2)[C:31]([CH3:32])=[CH:30][CH:29]=1. The yield is 0.560.